Predict which catalyst facilitates the given reaction. From a dataset of Catalyst prediction with 721,799 reactions and 888 catalyst types from USPTO. Reactant: [Cl:1][C:2]1[CH:7]=[CH:6][C:5]([C:8]2[N:9]([CH2:14][C:15]3[CH:20]=[CH:19][C:18]([O:21][CH3:22])=[CH:17][CH:16]=3)[C:10](=[O:13])[NH:11][N:12]=2)=[CH:4][CH:3]=1.C(=O)([O-])[O-].[Cs+].[Cs+].[NH:29]1[C:33]([S:34](Cl)(=[O:36])=[O:35])=[N:32][CH:31]=[N:30]1. Product: [Cl:1][C:2]1[CH:7]=[CH:6][C:5]([C:8]2[N:9]([CH2:14][C:15]3[CH:20]=[CH:19][C:18]([O:21][CH3:22])=[CH:17][CH:16]=3)[C:10](=[O:13])[N:11]([S:34]([C:33]3[NH:29][N:30]=[CH:31][N:32]=3)(=[O:36])=[O:35])[N:12]=2)=[CH:4][CH:3]=1. The catalyst class is: 10.